Task: Predict the reactants needed to synthesize the given product.. Dataset: Full USPTO retrosynthesis dataset with 1.9M reactions from patents (1976-2016) Given the product [C:13]([O:12][C:10]([NH:1][CH2:2][CH2:3][CH2:4][CH2:5][CH2:6][C:30]([NH:62][NH:61][C:60]([O:64][CH2:65][CH:66]1[C:67]2[CH:68]=[CH:69][CH:70]=[CH:71][C:72]=2[C:73]2[C:78]1=[CH:77][CH:76]=[CH:75][CH:74]=2)=[O:63])=[O:34])=[O:11])([CH3:14])([CH3:15])[CH3:16], predict the reactants needed to synthesize it. The reactants are: [NH:1]([C:10]([O:12][C:13]([CH3:16])([CH3:15])[CH3:14])=[O:11])[C@H:2](C(O)=O)[CH2:3][CH2:4][CH2:5][CH3:6].C1C=CC2N(O)N=NC=2C=1.CN([C:30]([O:34]N1N=NC2C=CC=CC1=2)=[N+](C)C)C.F[P-](F)(F)(F)(F)F.CCN(C(C)C)C(C)C.[C:60]([O:64][CH2:65][CH:66]1[C:78]2[CH:77]=[CH:76][CH:75]=[CH:74][C:73]=2[C:72]2[C:67]1=[CH:68][CH:69]=[CH:70][CH:71]=2)(=[O:63])[NH:61][NH2:62].